This data is from Full USPTO retrosynthesis dataset with 1.9M reactions from patents (1976-2016). The task is: Predict the reactants needed to synthesize the given product. (1) Given the product [C:8](=[O:9])([O:1][CH:2]1[CH2:6][CH2:5][O:4][CH2:3]1)[O:10][C:11]1[CH:12]=[CH:13][C:14]([N+:17]([O-:19])=[O:18])=[CH:15][CH:16]=1, predict the reactants needed to synthesize it. The reactants are: [OH:1][CH:2]1[CH2:6][CH2:5][O:4][CH2:3]1.Cl[C:8]([O:10][C:11]1[CH:16]=[CH:15][C:14]([N+:17]([O-:19])=[O:18])=[CH:13][CH:12]=1)=[O:9]. (2) Given the product [F:27][C:23]1[CH:22]=[C:21]([CH:26]=[CH:25][CH:24]=1)[CH2:20][N:16]1[C:17]2[C:13](=[CH:12][C:11]([NH:10][C:9]3[C:4]4[CH:3]=[C:2]([NH:37][CH2:36][C:35]5[CH:38]=[CH:39][C:32]([O:31][CH3:30])=[CH:33][CH:34]=5)[N:29]=[CH:28][C:5]=4[N:6]=[CH:7][N:8]=3)=[CH:19][CH:18]=2)[CH:14]=[N:15]1, predict the reactants needed to synthesize it. The reactants are: F[C:2]1[N:29]=[CH:28][C:5]2[N:6]=[CH:7][N:8]=[C:9]([NH:10][C:11]3[CH:12]=[C:13]4[C:17](=[CH:18][CH:19]=3)[N:16]([CH2:20][C:21]3[CH:26]=[CH:25][CH:24]=[C:23]([F:27])[CH:22]=3)[N:15]=[CH:14]4)[C:4]=2[CH:3]=1.[CH3:30][O:31][C:32]1[CH:39]=[CH:38][C:35]([CH2:36][NH2:37])=[CH:34][CH:33]=1. (3) Given the product [CH3:1][C:2]1[CH:6]=[C:5]2[N:4]([CH:3]=1)[C:7]1[CH:12]=[CH:11][CH:10]=[CH:9][C:8]=1[O:13][C:15]12[CH2:20][CH2:19][N:18]([C:21]([O:23][C:24]([CH3:27])([CH3:26])[CH3:25])=[O:22])[CH2:17][CH2:16]1, predict the reactants needed to synthesize it. The reactants are: [CH3:1][C:2]1[CH:6]=[CH:5][N:4]([C:7]2[CH:12]=[CH:11][CH:10]=[CH:9][C:8]=2[OH:13])[CH:3]=1.O=[C:15]1[CH2:20][CH2:19][N:18]([C:21]([O:23][C:24]([CH3:27])([CH3:26])[CH3:25])=[O:22])[CH2:17][CH2:16]1.ClC(Cl)C(O)=O. (4) Given the product [Cl:8][C:7]1[C:2]([NH:16][NH2:17])=[N:3][CH:4]=[CH:5][C:6]=1[C:9]1[CH:14]=[CH:13][C:12]([CH3:15])=[CH:11][CH:10]=1, predict the reactants needed to synthesize it. The reactants are: Cl[C:2]1[C:7]([Cl:8])=[C:6]([C:9]2[CH:14]=[CH:13][C:12]([CH3:15])=[CH:11][CH:10]=2)[CH:5]=[CH:4][N:3]=1.[NH2:16][NH2:17]. (5) Given the product [C:1]([O:5][C:6]([N:8]([CH:9]1[CH2:11][CH2:10]1)[CH2:12][CH2:13][NH:18][CH:15]([CH3:17])[CH3:16])=[O:7])([CH3:4])([CH3:3])[CH3:2], predict the reactants needed to synthesize it. The reactants are: [C:1]([O:5][C:6]([N:8]([CH2:12][CH:13]=O)[CH:9]([CH3:11])[CH3:10])=[O:7])([CH3:4])([CH3:3])[CH3:2].[CH:15]1([NH2:18])[CH2:17][CH2:16]1.[BH4-].[Na+].O.